Dataset: Peptide-MHC class I binding affinity with 185,985 pairs from IEDB/IMGT. Task: Regression. Given a peptide amino acid sequence and an MHC pseudo amino acid sequence, predict their binding affinity value. This is MHC class I binding data. The peptide sequence is TPTGTVMDI. The MHC is HLA-B51:01 with pseudo-sequence HLA-B51:01. The binding affinity (normalized) is 0.179.